From a dataset of Full USPTO retrosynthesis dataset with 1.9M reactions from patents (1976-2016). Predict the reactants needed to synthesize the given product. Given the product [F:3][C:4]1[CH:5]=[CH:6][C:7]([CH3:23])=[C:8]([C:10]2[CH:15]=[CH:14][C:13]([C:16]([OH:18])=[O:17])=[CH:12][C:11]=2[CH2:20][O:21][CH3:22])[CH:9]=1, predict the reactants needed to synthesize it. The reactants are: [OH-].[Na+].[F:3][C:4]1[CH:5]=[CH:6][C:7]([CH3:23])=[C:8]([C:10]2[CH:15]=[CH:14][C:13]([C:16]([O:18]C)=[O:17])=[CH:12][C:11]=2[CH2:20][O:21][CH3:22])[CH:9]=1.